Dataset: Catalyst prediction with 721,799 reactions and 888 catalyst types from USPTO. Task: Predict which catalyst facilitates the given reaction. (1) Reactant: [Br:1][C:2]1[CH:10]=[CH:9][C:5]([CH:6]=[N:7][OH:8])=[CH:4][C:3]=1[CH3:11].[ClH:12].Cl[O-].[Na+]. Product: [Br:1][C:2]1[CH:10]=[CH:9][C:5]([Cl:12])([CH:6]=[N:7][OH:8])[CH2:4][C:3]=1[CH3:11]. The catalyst class is: 7. (2) Reactant: COC(=O)C(C)(C1[S:7]C=CC=1)C.C([Al]C[CH:19]([CH3:21])C)C(C)C.[C:22]1([CH3:28])[CH:27]=[CH:26][CH:25]=[CH:24][CH:23]=1.[C:29]([OH:38])(=O)C(C(C(O)=O)O)O. Product: [CH2:19]([C:27]([C:26]1[S:7][CH:23]=[CH:24][CH:25]=1)([CH2:22][CH3:28])[CH2:29][OH:38])[CH3:21]. The catalyst class is: 2. (3) Reactant: [N:1]1[CH:6]=[CH:5][CH:4]=[C:3]([C:7]2[N:12]=[CH:11][C:10]([C:13]([OH:15])=O)=[CH:9][N:8]=2)[CH:2]=1.CN(C(ON1N=NC2C=CC(=CC1=2)Cl)=[N+](C)C)C.F[P-](F)(F)(F)(F)F.CCN(C(C)C)C(C)C.[F:50][C:51]1[CH:52]=[C:53]2[C:57](=[CH:58][CH:59]=1)[N:56]([NH2:60])[C:55]([CH3:61])=[CH:54]2. Product: [F:50][C:51]1[CH:52]=[C:53]2[C:57](=[CH:58][CH:59]=1)[N:56]([NH:60][C:13]([C:10]1[CH:11]=[N:12][C:7]([C:3]3[CH:2]=[N:1][CH:6]=[CH:5][CH:4]=3)=[N:8][CH:9]=1)=[O:15])[C:55]([CH3:61])=[CH:54]2. The catalyst class is: 303. (4) Reactant: [F:1][C:2]1[CH:11]=[C:10]([NH:12][S:13]([C:16]2[CH:21]=[CH:20][C:19](I)=[CH:18][CH:17]=2)(=[O:15])=[O:14])[C:9]([F:23])=[CH:8][C:3]=1[C:4]([O:6]C)=[O:5].C(=O)([O-])[O-].[Na+].[Na+].[F:30][C:31]1[CH:32]=[C:33](B(O)O)[CH:34]=[C:35]([F:37])[CH:36]=1. Product: [F:30][C:31]1[CH:32]=[C:33]([C:19]2[CH:20]=[CH:21][C:16]([S:13]([NH:12][C:10]3[C:9]([F:23])=[CH:8][C:3]([C:4]([OH:6])=[O:5])=[C:2]([F:1])[CH:11]=3)(=[O:15])=[O:14])=[CH:17][CH:18]=2)[CH:34]=[C:35]([F:37])[CH:36]=1. The catalyst class is: 75. (5) Reactant: [CH:1]1[CH:2]=[N:3][C:4]2[C:9]([N:10]=1)=[CH:8][C:7]1[CH:11]3[CH2:16][NH:15][CH2:14][CH:13]([C:6]=1[CH:5]=2)[CH2:12]3.[ClH:17]. Product: [CH2:12]1[CH:13]2[C:6]3[C:7]([CH:11]1[CH2:16][NH:15][CH2:14]2)=[CH:8][C:9]1[C:4](=[N:3][CH:2]=[CH:1][N:10]=1)[CH:5]=3.[ClH:17]. The catalyst class is: 237. (6) Reactant: [CH3:1][C:2]1[N:3]=[CH:4][CH:5]=[C:6]2[C:11]=1[C:10](=[O:12])[N:9]([CH3:13])[C:8]1[CH:14]=[C:15]([O:24][CH2:25][C@@H:26]([NH:31]C(=O)OC(C)(C)C)[CH2:27][CH:28]([CH3:30])[CH3:29])[C:16]([C:18]3[CH:23]=[CH:22][CH:21]=[CH:20][N:19]=3)=[CH:17][C:7]2=1.Cl.O1CCOCC1.C([O-])(O)=O.[Na+]. Product: [NH2:31][C@@H:26]([CH2:27][CH:28]([CH3:30])[CH3:29])[CH2:25][O:24][C:15]1[C:16]([C:18]2[CH:23]=[CH:22][CH:21]=[CH:20][N:19]=2)=[CH:17][C:7]2[C:6]3[C:11](=[C:2]([CH3:1])[N:3]=[CH:4][CH:5]=3)[C:10](=[O:12])[N:9]([CH3:13])[C:8]=2[CH:14]=1. The catalyst class is: 24. (7) Reactant: C(OC([N:8]([C:17]1[CH:51]=[CH:50][C:20]([C:21]([O:23][C@H:24]([C:35]2[CH:40]=[CH:39][C:38]([O:41][CH:42]([F:44])[F:43])=[C:37]([O:45][CH2:46][CH:47]3[CH2:49][CH2:48]3)[CH:36]=2)[CH2:25][C:26]2[C:31]([Cl:32])=[CH:30][N+:29]([O-:33])=[CH:28][C:27]=2[Cl:34])=[O:22])=[CH:19][CH:18]=1)[S:9]([CH2:12][CH2:13][N:14]([CH3:16])[CH3:15])(=[O:11])=[O:10])=O)(C)(C)C.Cl.O1CCOCC1. Product: [ClH:32].[Cl:34][C:27]1[CH:28]=[N+:29]([O-:33])[CH:30]=[C:31]([Cl:32])[C:26]=1[CH2:25][C@@H:24]([C:35]1[CH:40]=[CH:39][C:38]([O:41][CH:42]([F:43])[F:44])=[C:37]([O:45][CH2:46][CH:47]2[CH2:49][CH2:48]2)[CH:36]=1)[O:23][C:21](=[O:22])[C:20]1[CH:19]=[CH:18][C:17]([NH:8][S:9]([CH2:12][CH2:13][N:14]([CH3:15])[CH3:16])(=[O:11])=[O:10])=[CH:51][CH:50]=1. The catalyst class is: 2. (8) Reactant: [NH2:1][C:2]1[N:6]([C:7]2[CH:8]=[C:9]([CH:15]=[CH:16][CH:17]=2)[O:10][C@H:11]([CH3:14])[CH2:12][OH:13])[N:5]=[C:4]([C:18]([CH3:21])([CH3:20])[CH3:19])[CH:3]=1.[OH-].[Na+].Cl[C:25]([O:27][CH2:28][C:29]([Cl:32])([Cl:31])[Cl:30])=[O:26]. Product: [Cl:30][C:29]([Cl:32])([Cl:31])[CH2:28][O:27][C:25](=[O:26])[NH:1][C:2]1[N:6]([C:7]2[CH:17]=[CH:16][CH:15]=[C:9]([O:10][C@H:11]([CH3:14])[CH2:12][OH:13])[CH:8]=2)[N:5]=[C:4]([C:18]([CH3:20])([CH3:19])[CH3:21])[CH:3]=1. The catalyst class is: 161. (9) Reactant: [Cl:1][C:2]1[CH:7]=[C:6]([NH:8][CH2:9][CH3:10])[C:5]([N+:11]([O-])=O)=[CH:4][N:3]=1.O.NN. Product: [Cl:1][C:2]1[N:3]=[CH:4][C:5]([NH2:11])=[C:6]([NH:8][CH2:9][CH3:10])[CH:7]=1. The catalyst class is: 5.